Dataset: Reaction yield outcomes from USPTO patents with 853,638 reactions. Task: Predict the reaction yield, written as a fraction of the theoretical maximum amount of product (1.0 means a 100% yield; for example, 0.34 means a 34% yield). (1) The reactants are [NH2:1][CH2:2][C:3]1[CH:12]=[CH:11][C:6]([C:7]([O:9][CH3:10])=[O:8])=[CH:5][CH:4]=1.[CH2:13]([O:20][C:21]1[CH:22]=[CH:23][C:24]([CH2:27][CH:28]([NH:32][C:33]([O:35][C:36]([CH3:39])([CH3:38])[CH3:37])=[O:34])[C:29](O)=[O:30])=[N:25][CH:26]=1)[C:14]1[CH:19]=[CH:18][CH:17]=[CH:16][CH:15]=1. The catalyst is ClCCl. The product is [CH2:13]([O:20][C:21]1[CH:22]=[CH:23][C:24]([CH2:27][CH:28]([NH:32][C:33]([O:35][C:36]([CH3:39])([CH3:38])[CH3:37])=[O:34])[C:29]([NH:1][CH2:2][C:3]2[CH:4]=[CH:5][C:6]([C:7]([O:9][CH3:10])=[O:8])=[CH:11][CH:12]=2)=[O:30])=[N:25][CH:26]=1)[C:14]1[CH:15]=[CH:16][CH:17]=[CH:18][CH:19]=1. The yield is 0.490. (2) The reactants are Br[C:2]1[CH:10]=[C:9]2[C:5]([C:6]([C:11]3[N:12]=[N:13][N:14]([C:16]4[CH:21]=[CH:20][C:19]([C:22]([N:24]5[CH2:29][CH2:28][O:27][CH2:26][CH2:25]5)=[O:23])=[CH:18][CH:17]=4)[CH:15]=3)=[N:7][NH:8]2)=[CH:4][CH:3]=1.[CH2:30]([OH:33])[C:31]#[CH:32]. The catalyst is N1CCCC1.C(Cl)Cl.C1C=CC([P]([Pd]([P](C2C=CC=CC=2)(C2C=CC=CC=2)C2C=CC=CC=2)([P](C2C=CC=CC=2)(C2C=CC=CC=2)C2C=CC=CC=2)[P](C2C=CC=CC=2)(C2C=CC=CC=2)C2C=CC=CC=2)(C2C=CC=CC=2)C2C=CC=CC=2)=CC=1. The product is [N:24]1([C:22]([C:19]2[CH:18]=[CH:17][C:16]([N:14]3[CH:15]=[C:11]([C:6]4[C:5]5[C:9](=[CH:10][C:2]([C:32]#[C:31][CH2:30][OH:33])=[CH:3][CH:4]=5)[NH:8][N:7]=4)[N:12]=[N:13]3)=[CH:21][CH:20]=2)=[O:23])[CH2:25][CH2:26][O:27][CH2:28][CH2:29]1. The yield is 0.280. (3) The reactants are [Br:1][C:2]1[C:3]([CH3:24])=[C:4]([C:8]2[N:12]3[N:13]=[C:14]([CH3:22])[CH:15]=[C:16]([CH:17]([CH2:20][CH3:21])[CH2:18][CH3:19])[C:11]3=[N:10][C:9]=2[CH3:23])[S:5][C:6]=1Br.[Li]CCCC. The catalyst is C1COCC1. The product is [Br:1][C:2]1[C:3]([CH3:24])=[C:4]([C:8]2[N:12]3[N:13]=[C:14]([CH3:22])[CH:15]=[C:16]([CH:17]([CH2:20][CH3:21])[CH2:18][CH3:19])[C:11]3=[N:10][C:9]=2[CH3:23])[S:5][CH:6]=1. The yield is 0.310. (4) The reactants are Cl.C([O:9][C:10]1[CH:15]=[C:14]([C:16]2[CH:17]=[C:18]3[N:27]([CH3:28])[CH:26]=[CH:25][C:19]3=[N:20][C:21]=2[C@@H:22]([NH2:24])[CH3:23])[CH:13]=[CH:12][N:11]=1)C1C=CC=CC=1.Cl.N[C@H](C1N=C2C=CN(C)C2=CC=1C1C=CN=C(O)C=1)C.[NH2:50][C:51]1[N:56]=[C:55]([NH2:57])[C:54]([C:58]#[N:59])=[C:53](Cl)[N:52]=1.C(N(C(C)C)C(C)C)C. The catalyst is C(#N)C. The product is [NH2:50][C:51]1[N:56]=[C:55]([NH2:57])[C:54]([C:58]#[N:59])=[C:53]([NH:24][C@H:22]([C:21]2[N:20]=[C:19]3[CH:25]=[CH:26][N:27]([CH3:28])[C:18]3=[CH:17][C:16]=2[C:14]2[CH:13]=[CH:12][N:11]=[C:10]([OH:9])[CH:15]=2)[CH3:23])[N:52]=1. The yield is 0.460. (5) The reactants are [I:1][C:2]1[CH:3]=[C:4]([SH:8])[CH:5]=[CH:6][CH:7]=1.C1(C)C=CC(S(O[CH2:19][CH:20]2[CH2:24][CH2:23][CH2:22][N:21]2[C:25]([O:27][C:28]([CH3:31])([CH3:30])[CH3:29])=[O:26])(=O)=O)=CC=1.[OH-].[K+]. The catalyst is N1C=CC=CC=1.CCOC(C)=O. The product is [I:1][C:2]1[CH:3]=[C:4]([S:8][CH2:19][CH:20]2[CH2:24][CH2:23][CH2:22][N:21]2[C:25]([O:27][C:28]([CH3:29])([CH3:31])[CH3:30])=[O:26])[CH:5]=[CH:6][CH:7]=1. The yield is 0.450. (6) The reactants are [Br:1][C:2]1[CH:3]=[C:4]([NH:10][C:11]2[N:16]=[CH:15][C:14]([N:17]3[CH2:22][CH2:21][N:20](C(OC(C)(C)C)=O)[CH2:19][C@@H:18]3[CH2:30][CH3:31])=[CH:13][CH:12]=2)[C:5](=[O:9])[N:6]([CH3:8])[CH:7]=1.Cl.O1CCOCC1. The catalyst is ClCCl. The product is [Br:1][C:2]1[CH:3]=[C:4]([NH:10][C:11]2[CH:12]=[CH:13][C:14]([N:17]3[CH2:22][CH2:21][NH:20][CH2:19][C@@H:18]3[CH2:30][CH3:31])=[CH:15][N:16]=2)[C:5](=[O:9])[N:6]([CH3:8])[CH:7]=1. The yield is 0.660. (7) The reactants are [Cl:1][C:2]1[CH:7]=[CH:6][C:5]([S:8]([N:11]2[CH:19]3[CH2:20][CH2:21][CH2:22][CH:12]2[C:13]2[CH:14]=[N:15][NH:16][C:17]=2[C:18]3=[O:23])(=[O:10])=[O:9])=[CH:4][CH:3]=1.[BH4-].[Na+]. The catalyst is CO.C1COCC1. The product is [Cl:1][C:2]1[CH:7]=[CH:6][C:5]([S:8]([N:11]2[CH:19]3[CH2:20][CH2:21][CH2:22][CH:12]2[C:13]2[CH:14]=[N:15][NH:16][C:17]=2[CH:18]3[OH:23])(=[O:10])=[O:9])=[CH:4][CH:3]=1. The yield is 0.760.